The task is: Predict the reactants needed to synthesize the given product.. This data is from Full USPTO retrosynthesis dataset with 1.9M reactions from patents (1976-2016). (1) Given the product [F:26][CH:13]([F:12])[O:14][C:15]1[CH:20]=[CH:19][C:18]([CH2:21][CH2:22][CH:23]=[O:24])=[CH:17][C:16]=1[F:25], predict the reactants needed to synthesize it. The reactants are: C1C=C[NH+]=CC=1.[O-][Cr](Cl)(=O)=O.[F:12][CH:13]([F:26])[O:14][C:15]1[CH:20]=[CH:19][C:18]([CH2:21][CH2:22][CH2:23][OH:24])=[CH:17][C:16]=1[F:25]. (2) Given the product [Br:1][C:2]1[CH:3]=[C:4]([F:11])[CH:5]=[C:6]2[C:10]=1[N:9]([CH2:13][C:14]1[CH:15]=[CH:16][C:17]([C:20]([F:21])([F:22])[F:23])=[CH:18][CH:19]=1)[CH:8]=[CH:7]2, predict the reactants needed to synthesize it. The reactants are: [Br:1][C:2]1[CH:3]=[C:4]([F:11])[CH:5]=[C:6]2[C:10]=1[NH:9][CH:8]=[CH:7]2.Br[CH2:13][C:14]1[CH:19]=[CH:18][C:17]([C:20]([F:23])([F:22])[F:21])=[CH:16][CH:15]=1.[H-].[Na+].